From a dataset of Forward reaction prediction with 1.9M reactions from USPTO patents (1976-2016). Predict the product of the given reaction. (1) Given the reactants [OH:1][C:2]1[C:10]([CH:11]=O)=[CH:9][CH:8]=[C:7]2[C:3]=1[CH2:4][CH2:5][CH2:6]2.[H][H], predict the reaction product. The product is: [CH3:11][C:10]1[CH:9]=[CH:8][C:7]2[CH2:6][CH2:5][CH2:4][C:3]=2[C:2]=1[OH:1]. (2) The product is: [F:11][C:12]([F:28])([F:29])[C:13](=[O:27])[CH2:14][C:15]([C:18]1[CH:23]=[C:22]([CH3:24])[CH:21]=[C:20]([CH3:1])[C:19]=1[O:25][CH3:26])([CH3:17])[CH3:16]. Given the reactants [CH3:1]OC1C=CC(C)=CC=1C.[F:11][C:12]([F:29])([F:28])[C:13](=[O:27])[CH2:14][C:15]([C:18]1[CH:23]=[C:22]([CH3:24])[CH:21]=[CH:20][C:19]=1[O:25][CH3:26])([CH3:17])[CH3:16], predict the reaction product. (3) Given the reactants [OH:1][C:2]1[CH:3]=[C:4]([CH2:8][CH2:9][CH2:10][N:11]2[C:19](=[O:20])[C:18]3[C:13](=[CH:14][CH:15]=[CH:16][CH:17]=3)[C:12]2=[O:21])[CH:5]=[CH:6][CH:7]=1.[Cl:22][C:23]1[CH:30]=[CH:29][CH:28]=[C:27]([Cl:31])[C:24]=1[CH2:25]Br, predict the reaction product. The product is: [Cl:22][C:23]1[CH:30]=[CH:29][CH:28]=[C:27]([Cl:31])[C:24]=1[CH2:25][O:1][C:2]1[CH:3]=[C:4]([CH2:8][CH2:9][CH2:10][N:11]2[C:19](=[O:20])[C:18]3[C:13](=[CH:14][CH:15]=[CH:16][CH:17]=3)[C:12]2=[O:21])[CH:5]=[CH:6][CH:7]=1. (4) Given the reactants Br[CH2:2][C:3]([C:5]1[C:6]([C:11]2[CH:16]=[CH:15][CH:14]=[CH:13][CH:12]=2)=[N:7][O:8][C:9]=1[CH3:10])=O.[NH2:17][C:18]1[CH:23]=[CH:22][C:21]([Cl:24])=[CH:20][N:19]=1, predict the reaction product. The product is: [Cl:24][C:21]1[CH:22]=[CH:23][C:18]2[N:19]([CH:2]=[C:3]([C:5]3[C:6]([C:11]4[CH:16]=[CH:15][CH:14]=[CH:13][CH:12]=4)=[N:7][O:8][C:9]=3[CH3:10])[N:17]=2)[CH:20]=1. (5) Given the reactants [C:1]1([CH2:7][N:8]2[CH2:13][CH2:12][CH:11]([NH2:14])[CH2:10][CH2:9]2)[CH:6]=[CH:5][CH:4]=[CH:3][CH:2]=1.ClC(Cl)(O[C:19](=[O:25])OC(Cl)(Cl)Cl)Cl.[CH:27]([NH:29][NH2:30])=[O:28], predict the reaction product. The product is: [CH:27]([NH:29][NH:30][C:19]([NH:14][CH:11]1[CH2:12][CH2:13][N:8]([CH2:7][C:1]2[CH:2]=[CH:3][CH:4]=[CH:5][CH:6]=2)[CH2:9][CH2:10]1)=[O:25])=[O:28].